From a dataset of Catalyst prediction with 721,799 reactions and 888 catalyst types from USPTO. Predict which catalyst facilitates the given reaction. Reactant: [N+:1]([C:4]1[CH:12]=[C:8]([C:9](O)=[O:10])[C:7]([OH:13])=[CH:6][CH:5]=1)([O-:3])=[O:2].S(Cl)([Cl:16])=O.CN(C=O)C. Product: [OH:13][C:7]1[CH:6]=[CH:5][C:4]([N+:1]([O-:3])=[O:2])=[CH:12][C:8]=1[C:9]([Cl:16])=[O:10]. The catalyst class is: 4.